Dataset: Full USPTO retrosynthesis dataset with 1.9M reactions from patents (1976-2016). Task: Predict the reactants needed to synthesize the given product. Given the product [OH:7][N:6]=[C:5]([Cl:14])[C:4]1[CH:8]=[CH:9][CH:10]=[CH:11][C:3]=1[C:2]([F:12])([F:13])[F:1], predict the reactants needed to synthesize it. The reactants are: [F:1][C:2]([F:13])([F:12])[C:3]1[CH:11]=[CH:10][CH:9]=[CH:8][C:4]=1[CH:5]=[N:6][OH:7].[Cl:14]N1C(=O)CCC1=O.